From a dataset of Full USPTO retrosynthesis dataset with 1.9M reactions from patents (1976-2016). Predict the reactants needed to synthesize the given product. (1) Given the product [CH2:1]([O:3][C:4]([C:6]1[S:10][C:9]([C:11]2[CH:16]=[CH:15][C:14]([C:17]([F:19])([F:20])[F:18])=[CH:13][CH:12]=2)=[N:8][C:7]=1[CH2:21][Br:22])=[O:5])[CH3:2], predict the reactants needed to synthesize it. The reactants are: [CH2:1]([O:3][C:4]([C:6]1[S:10][C:9]([C:11]2[CH:16]=[CH:15][C:14]([C:17]([F:20])([F:19])[F:18])=[CH:13][CH:12]=2)=[N:8][C:7]=1[CH3:21])=[O:5])[CH3:2].[Br:22]N1C(=O)CCC1=O.N(C(C)(C)C#N)=NC(C)(C)C#N.O. (2) Given the product [Cl:62][C:45]1[CH:44]=[C:43]([NH:42][C:25]2[N:26]=[CH:27][C:22]3[C:21](=[O:32])[N:20]([C:14]4[C:13]([Cl:12])=[CH:18][CH:17]=[CH:16][C:15]=4[Cl:19])[CH:31]=[CH:30][C:23]=3[N:24]=2)[CH:48]=[CH:47][C:46]=1[N:49]1[CH2:54][CH2:53][N:52]([C:55]([O:57][C:58]([CH3:61])([CH3:60])[CH3:59])=[O:56])[CH2:51][CH2:50]1, predict the reactants needed to synthesize it. The reactants are: C1C=C(Cl)C=C(C(OO)=O)C=1.[Cl:12][C:13]1[CH:18]=[CH:17][CH:16]=[C:15]([Cl:19])[C:14]=1[N:20]1[CH:31]=[CH:30][C:23]2[N:24]=[C:25](SC)[N:26]=[CH:27][C:22]=2[C:21]1=[O:32].CCN(C(C)C)C(C)C.[NH2:42][C:43]1[CH:48]=[CH:47][C:46]([N:49]2[CH2:54][CH2:53][N:52]([C:55]([O:57][C:58]([CH3:61])([CH3:60])[CH3:59])=[O:56])[CH2:51][CH2:50]2)=[C:45]([Cl:62])[CH:44]=1. (3) Given the product [CH2:8]([C:11]1[C:19]2[O:18][N:17]=[C:16]([CH2:20][C:21]([CH3:24])([CH3:23])[CH3:22])[C:15]=2[CH:14]=[CH:13][C:12]=1[O:25][CH2:26][CH2:27][CH2:28][N:1]1[C:5](=[O:6])[CH2:4][CH2:3][C:2]1=[O:7])[CH2:9][CH3:10], predict the reactants needed to synthesize it. The reactants are: [NH:1]1[C:5](=[O:6])[CH2:4][CH2:3][C:2]1=[O:7].[CH2:8]([C:11]1[C:19]2[O:18][N:17]=[C:16]([CH2:20][C:21]([CH3:24])([CH3:23])[CH3:22])[C:15]=2[CH:14]=[CH:13][C:12]=1[O:25][CH2:26][CH2:27][CH2:28]Br)[CH2:9][CH3:10].C([O-])([O-])=O.[Cs+].[Cs+].C(O)(C(F)(F)F)=O. (4) Given the product [OH:22][C:17]1[N:6]2[N:5]=[C:4]([CH3:7])[C:3]([C:8]3[C:13]([CH3:14])=[CH:12][C:11]([Cl:15])=[CH:10][C:9]=3[CH3:16])=[C:2]2[N:1]=[C:19]([CH3:21])[CH:18]=1, predict the reactants needed to synthesize it. The reactants are: [NH2:1][C:2]1[NH:6][N:5]=[C:4]([CH3:7])[C:3]=1[C:8]1[C:13]([CH3:14])=[CH:12][C:11]([Cl:15])=[CH:10][C:9]=1[CH3:16].[C:17](OCC)(=[O:22])[CH2:18][C:19]([CH3:21])=O. (5) Given the product [CH2:7]1[CH2:6][O:5][CH2:4][CH2:3]1.[O:11]1[CH2:12][CH2:1][CH2:9][CH2:10]1, predict the reactants needed to synthesize it. The reactants are: [CH3:1]O[CH2:3][CH2:4][O:5][CH3:6].[CH3:7]O[CH2:9][CH2:10][O:11][CH3:12].CO.CO.CC#N.C(#N)C. (6) Given the product [NH:24]1[CH2:26][CH:25]1[C:27]([O-:29])=[O:28].[C:16]1([C@@H:22]([N@:24]2[CH2:26][CH:25]2[C:27]([O:29][CH3:30])=[O:28])[CH3:23])[CH:17]=[CH:18][CH:19]=[CH:20][CH:21]=1, predict the reactants needed to synthesize it. The reactants are: BrC(CBr)C(OC)=O.C(N(CC)CC)C.[C:16]1([C@@H:22]([N@:24]2[CH2:26][CH:25]2[C:27]([O:29][CH3:30])=[O:28])[CH3:23])[CH:21]=[CH:20][CH:19]=[CH:18][CH:17]=1. (7) Given the product [F:30][C:13]1([F:12])[O:17][C:16]2[CH:18]=[C:19]([CH3:29])[C:20]([C:22]3[N:23]=[CH:24][C:25]([NH:28][C:4](=[O:5])[C:3]4[C:2]([F:1])=[CH:10][CH:9]=[CH:8][C:7]=4[F:11])=[N:26][CH:27]=3)=[CH:21][C:15]=2[O:14]1, predict the reactants needed to synthesize it. The reactants are: [F:1][C:2]1[CH:10]=[CH:9][CH:8]=[C:7]([F:11])[C:3]=1[C:4](Cl)=[O:5].[F:12][C:13]1([F:30])[O:17][C:16]2[CH:18]=[C:19]([CH3:29])[C:20]([C:22]3[N:23]=[CH:24][C:25]([NH2:28])=[N:26][CH:27]=3)=[CH:21][C:15]=2[O:14]1.CCN(C(C)C)C(C)C.